Predict the reactants needed to synthesize the given product. From a dataset of Full USPTO retrosynthesis dataset with 1.9M reactions from patents (1976-2016). (1) Given the product [CH3:17][N:13]([CH:10]1[CH2:11][CH2:12][N:8]([C:5]2[CH:4]=[CH:3][C:2]([NH:1][C:18]([NH:42][C:39]3[CH:38]=[CH:37][C:36]([N:30]4[CH2:35][CH2:34][CH2:33][CH2:32][CH2:31]4)=[CH:41][CH:40]=3)=[O:19])=[CH:7][CH:6]=2)[CH2:9]1)[C:14](=[O:16])[CH3:15], predict the reactants needed to synthesize it. The reactants are: [NH2:1][C:2]1[CH:7]=[CH:6][C:5]([N:8]2[CH2:12][CH2:11][CH:10]([N:13]([CH3:17])[C:14](=[O:16])[CH3:15])[CH2:9]2)=[CH:4][CH:3]=1.[C:18](N1C=CN=C1)(N1C=CN=C1)=[O:19].[N:30]1([C:36]2[CH:41]=[CH:40][C:39]([NH2:42])=[CH:38][CH:37]=2)[CH2:35][CH2:34][CH2:33][CH2:32][CH2:31]1. (2) Given the product [CH2:19]([O:18][C:16](=[O:17])[CH2:15][O:13][C:6]1[CH:7]=[CH:8][C:9]([CH:11]=[O:12])=[CH:10][C:5]=1[O:4][C:1](=[O:3])[CH3:2])[CH3:20], predict the reactants needed to synthesize it. The reactants are: [C:1]([O:4][C:5]1[CH:10]=[C:9]([CH:11]=[O:12])[CH:8]=[CH:7][C:6]=1[OH:13])(=[O:3])[CH3:2].Br[CH2:15][C:16]([O:18][CH2:19][CH3:20])=[O:17].C([O-])([O-])=O.[K+].[K+].